Task: Predict the reaction yield, written as a fraction of the theoretical maximum amount of product (1.0 means a 100% yield; for example, 0.34 means a 34% yield).. Dataset: Reaction yield outcomes from USPTO patents with 853,638 reactions (1) The reactants are [NH2:1][C:2]1[S:3][C:4]2[CH2:15][CH2:14][CH2:13][CH2:12][C:5]=2[C:6]=1[C:7]([O:9]CC)=O.Cl.[CH3:17][C:18]#[N:19]. No catalyst specified. The product is [CH3:17][C:18]1[NH:19][C:7](=[O:9])[C:6]2[C:5]3[CH2:12][CH2:13][CH2:14][CH2:15][C:4]=3[S:3][C:2]=2[N:1]=1. The yield is 0.620. (2) The product is [CH3:1][C:2]1([CH3:22])[CH2:21][N:6]2[C:7]3[CH:8]=[CH:9][C:10]([C:19]([O:26][CH3:25])=[O:23])=[CH:11][C:12]=3[C:13]3([O:18][CH2:17][CH2:16][CH2:15][O:14]3)[C:5]2=[N:4][CH2:3]1. The catalyst is C(Cl)Cl. The yield is 0.540. The reactants are [CH3:1][C:2]1([CH3:22])[CH2:21][N:6]2[C:7]3[CH:8]=[CH:9][C:10]([CH:19]=C)=[CH:11][C:12]=3[C:13]3([O:18][CH2:17][CH2:16][CH2:15][O:14]3)[C:5]2=[N:4][CH2:3]1.[OH-:23].[Na+].[CH3:25][OH:26]. (3) The yield is 0.170. The product is [Br:1][C:2]1[C:3]2[C:7]([CH:8]=[C:9]([F:11])[CH:10]=1)=[N:6][N:5]1[C:21]([CH:23]3[CH2:28][CH2:27][N:26]([C:29]([O:31][C:32]([CH3:35])([CH3:34])[CH3:33])=[O:30])[CH2:25][CH2:24]3)=[CH:17][C:16](=[O:15])[NH:12][C:4]=21. The reactants are [Br:1][C:2]1[CH:10]=[C:9]([F:11])[CH:8]=[C:7]2[C:3]=1[C:4]([NH2:12])=[N:5][NH:6]2.CC1(C)OC(=O)[CH:17]([C:21]([CH:23]2[CH2:28][CH2:27][N:26]([C:29]([O:31][C:32]([CH3:35])([CH3:34])[CH3:33])=[O:30])[CH2:25][CH2:24]2)=O)[C:16](=O)[O:15]1.P([O-])([O-])([O-])=O.[K+].[K+].[K+]. The catalyst is C(#N)C. (4) The reactants are Cl.[CH3:2][O:3][C:4](=[O:13])[C:5]1[CH:10]=[CH:9][C:8]([OH:11])=[C:7]([NH2:12])[CH:6]=1.C(N(CC)CC)C.[CH3:21][O:22][C:23](=[O:32])[C:24]1[CH:31]=[CH:30][C:27]([CH:28]=O)=[CH:26][CH:25]=1. The catalyst is CO. The product is [OH:11][C:8]1[CH:9]=[CH:10][C:5]([C:4]([O:3][CH3:2])=[O:13])=[CH:6][C:7]=1[N:12]=[CH:28][C:27]1[CH:26]=[CH:25][C:24]([C:23]([O:22][CH3:21])=[O:32])=[CH:31][CH:30]=1. The yield is 1.00. (5) The reactants are Cl[C:2]1[CH:7]=[CH:6][N:5]=[CH:4][C:3]=1[N+:8]([O-:10])=[O:9].[CH3:11][C:12]([O:15][C:16]([NH:18][CH:19]1[CH2:24][NH:23][CH2:22][CH2:21][CH2:20]1)=[O:17])([CH3:14])[CH3:13].C(N(C(C)C)CC)(C)C. No catalyst specified. The product is [N+:8]([C:3]1[CH:4]=[N:5][CH:6]=[CH:7][C:2]=1[N:23]1[CH2:22][CH2:21][CH2:20][CH:19]([NH:18][C:16](=[O:17])[O:15][C:12]([CH3:13])([CH3:11])[CH3:14])[CH2:24]1)([O-:10])=[O:9]. The yield is 0.890. (6) The reactants are Cl[C:2]1[C:11]2[C:6](=[CH:7][CH:8]=[C:9]([I:12])[CH:10]=2)[N:5]=[CH:4][CH:3]=1.[C:13]([O:17][C:18]([N:20]1[CH2:25][CH2:24][CH:23]([OH:26])[CH2:22][CH2:21]1)=[O:19])([CH3:16])([CH3:15])[CH3:14].CO. The catalyst is C(#N)C.ClCCl. The product is [C:13]([O:17][C:18]([N:20]1[CH2:25][CH2:24][CH:23]([O:26][C:2]2[C:11]3[C:6](=[CH:7][CH:8]=[C:9]([I:12])[CH:10]=3)[N:5]=[CH:4][CH:3]=2)[CH2:22][CH2:21]1)=[O:19])([CH3:16])([CH3:14])[CH3:15]. The yield is 0.770. (7) The reactants are [Cl:1][C:2]1[CH:3]=[CH:4][C:5]([CH2:9][OH:10])=[C:6]([OH:8])[CH:7]=1.Br[CH:12]([CH:14]1[CH2:16][CH2:15]1)O.C([O-])([O-])=O.[K+].[K+]. The catalyst is CN(C=O)C. The product is [Cl:1][C:2]1[CH:3]=[CH:4][C:5]([CH2:9][OH:10])=[C:6]([O:8][CH2:12][CH:14]2[CH2:16][CH2:15]2)[CH:7]=1. The yield is 0.130. (8) The reactants are Br[C:2]1[CH:3]=[C:4]2[C:9](=[CH:10][CH:11]=1)[CH:8]=[C:7]([NH2:12])[CH:6]=[CH:5]2.[OH:13][C:14]1[CH:19]=[CH:18][C:17](B(O)O)=[CH:16][CH:15]=1.C1(C)C=CC=CC=1.C(=O)([O-])[O-].[Na+].[Na+]. The catalyst is [Br-].C([N+](CCCC)(CCCC)CCCC)CCC.C1(P(C2C=CC=CC=2)C2C=CC=CC=2)C=CC=CC=1.C1(P(C2C=CC=CC=2)C2C=CC=CC=2)C=CC=CC=1.C1(P(C2C=CC=CC=2)C2C=CC=CC=2)C=CC=CC=1.C1(P(C2C=CC=CC=2)C2C=CC=CC=2)C=CC=CC=1.[Pd].C(O)C. The product is [NH2:12][C:7]1[CH:8]=[C:9]2[C:4](=[CH:5][CH:6]=1)[CH:3]=[C:2]([C:17]1[CH:18]=[CH:19][C:14]([OH:13])=[CH:15][CH:16]=1)[CH:11]=[CH:10]2. The yield is 0.710.